Task: Predict which catalyst facilitates the given reaction.. Dataset: Catalyst prediction with 721,799 reactions and 888 catalyst types from USPTO (1) Reactant: C[Si](Cl)(C)C.[C:6]([C:8]1[CH:13]=[C:12]([CH2:14][OH:15])[CH:11]=[CH:10][N:9]=1)#[N:7].O.C(=O)([O-])[O-:18].[Na+].[Na+]. Product: [C:6]([C:8]1[CH:13]=[C:12]([CH2:14][OH:15])[CH:11]=[CH:10][N:9]=1)(=[O:18])[NH2:7]. The catalyst class is: 8. (2) Reactant: [C:1]([C:4]1([C:7]([O:9]CC)=[O:8])[CH2:6][CH2:5]1)(=[O:3])[CH3:2].[OH-].[Na+]. Product: [C:1]([C:4]1([C:7]([OH:9])=[O:8])[CH2:6][CH2:5]1)(=[O:3])[CH3:2]. The catalyst class is: 14. (3) Reactant: [OH:1][CH2:2][CH2:3][S:4]([C:7]1[CH:8]=[C:9]([NH:13][C:14]2[N:23]=[CH:22][C:21]3[N:20]([CH3:24])[C:19](=[O:25])[CH2:18][N:17]([CH:26]([CH3:28])[CH3:27])[C:16]=3[N:15]=2)[CH:10]=[CH:11][CH:12]=1)(=[O:6])=[O:5].C(N(C(C)C)C(C)C)C.[S:38](Cl)([CH3:41])(=[O:40])=[O:39].O. Product: [CH:26]([N:17]1[C:16]2[N:15]=[C:14]([NH:13][C:9]3[CH:8]=[C:7]([S:4]([CH2:3][CH2:2][O:1][S:38]([CH3:41])(=[O:40])=[O:39])(=[O:5])=[O:6])[CH:12]=[CH:11][CH:10]=3)[N:23]=[CH:22][C:21]=2[N:20]([CH3:24])[C:19](=[O:25])[CH2:18]1)([CH3:28])[CH3:27]. The catalyst class is: 112. (4) Reactant: [OH:1][CH2:2][CH2:3][NH:4][S:5]([C:8]1[CH:13]=[CH:12][C:11](B(O)O)=[CH:10][CH:9]=1)(=[O:7])=[O:6].Br[C:18]1[CH:23]=[CH:22][C:21]([O:24][CH2:25][CH:26]2[CH2:31][CH2:30][N:29]([C:32]3[O:36][N:35]=[C:34]([CH:37]([CH3:39])[CH3:38])[N:33]=3)[CH2:28][CH2:27]2)=[CH:20][N:19]=1.C([O-])([O-])=O.[Na+].[Na+]. Product: [OH:1][CH2:2][CH2:3][NH:4][S:5]([C:8]1[CH:13]=[CH:12][C:11]([C:18]2[CH:23]=[CH:22][C:21]([O:24][CH2:25][CH:26]3[CH2:31][CH2:30][N:29]([C:32]4[O:36][N:35]=[C:34]([CH:37]([CH3:39])[CH3:38])[N:33]=4)[CH2:28][CH2:27]3)=[CH:20][N:19]=2)=[CH:10][CH:9]=1)(=[O:7])=[O:6]. The catalyst class is: 276. (5) The catalyst class is: 40. Reactant: Br[CH2:2][C:3]([C:5]1[CH:10]=[CH:9][N:8]=[C:7]([Cl:11])[CH:6]=1)=O.C([O-])(=O)C.[NH4+:16].[C:17]1([CH:23]2[CH2:28][NH:27][C:26](=[O:29])[CH2:25][C:24]2=O)[CH:22]=[CH:21][CH:20]=[CH:19][CH:18]=1. Product: [Cl:11][C:7]1[CH:6]=[C:5]([C:3]2[NH:16][C:24]3[CH:23]([C:17]4[CH:22]=[CH:21][CH:20]=[CH:19][CH:18]=4)[CH2:28][NH:27][C:26](=[O:29])[C:25]=3[CH:2]=2)[CH:10]=[CH:9][N:8]=1. (6) Reactant: [Si]([O:8][CH2:9][C@:10]1([CH3:37])[S:16][CH2:15][CH2:14][N:13]2[C:17]([C:20]3([C:23]4[CH:28]=[CH:27][C:26]([C:29]5[CH:36]=[CH:35][C:32]([C:33]#[N:34])=[CH:31][N:30]=5)=[CH:25][CH:24]=4)[CH2:22][CH2:21]3)=[N:18][N:19]=[C:12]2[CH2:11]1)(C(C)(C)C)(C)C.[F-].C([N+](CCCC)(CCCC)CCCC)CCC.C(=O)([O-])O.[Na+]. Product: [OH:8][CH2:9][C@:10]1([CH3:37])[S:16][CH2:15][CH2:14][N:13]2[C:17]([C:20]3([C:23]4[CH:28]=[CH:27][C:26]([C:29]5[CH:36]=[CH:35][C:32]([C:33]#[N:34])=[CH:31][N:30]=5)=[CH:25][CH:24]=4)[CH2:22][CH2:21]3)=[N:18][N:19]=[C:12]2[CH2:11]1. The catalyst class is: 7. (7) Reactant: [CH3:1][O:2][C:3]1[N:8]=[C:7]([N:9]2[CH2:14][CH2:13][N:12]([CH3:15])[CH2:11][CH2:10]2)[CH:6]=[CH:5][CH:4]=1.[I:16]N1C(=O)CCC1=O. Product: [I:16][C:4]1[CH:5]=[CH:6][C:7]([N:9]2[CH2:10][CH2:11][N:12]([CH3:15])[CH2:13][CH2:14]2)=[N:8][C:3]=1[O:2][CH3:1]. The catalyst class is: 10. (8) Product: [NH2:1][C@H:4]([C@H:30]1[O:31][C:32](=[O:38])[C@H:33]([CH:35]([CH3:37])[CH3:36])[CH2:34]1)[CH2:5][C@H:6]([CH2:7][C:8]1[CH:13]=[CH:12][C:11]([F:14])=[C:10]([O:15][CH2:16][CH2:17][CH2:18][O:19][CH3:20])[CH:9]=1)[CH:27]([CH3:28])[CH3:29]. Reactant: [N:1]([C@H:4]([C@@H:30]1[CH2:34][C@@H:33]([CH:35]([CH3:37])[CH3:36])[C:32](=[O:38])[O:31]1)[CH2:5][CH:6]([CH:27]([CH3:29])[CH3:28])[C@H:7](OC(=O)C(C)C)[C:8]1[CH:13]=[CH:12][C:11]([F:14])=[C:10]([O:15][CH2:16][CH2:17][CH2:18][O:19][CH3:20])[CH:9]=1)=[N+]=[N-].C(CN)O. The catalyst class is: 29.